From a dataset of Catalyst prediction with 721,799 reactions and 888 catalyst types from USPTO. Predict which catalyst facilitates the given reaction. (1) Reactant: [Cl:1][C:2]1[CH:29]=[CH:28][C:5]([C:6]([N:8]2[CH2:14][C:13]3[CH:15]=[CH:16][CH:17]=[CH:18][C:12]=3[N:11]([CH2:19][C:20]([O:22]C(C)(C)C)=[O:21])[C:10](=[O:27])[CH2:9]2)=[O:7])=[CH:4][CH:3]=1.[F:30][C:31]([F:36])([F:35])[C:32]([OH:34])=[O:33]. The catalyst class is: 4. Product: [F:30][C:31]([F:36])([F:35])[C:32]([OH:34])=[O:33].[Cl:1][C:2]1[CH:3]=[CH:4][C:5]([C:6]([N:8]2[CH2:14][C:13]3[CH:15]=[CH:16][CH:17]=[CH:18][C:12]=3[N:11]([CH2:19][C:20]([OH:22])=[O:21])[C:10](=[O:27])[CH2:9]2)=[O:7])=[CH:28][CH:29]=1. (2) Reactant: [CH3:1][O:2][CH2:3][C:4]([OH:6])=O.C(N1C=CN=C1)(N1C=CN=C1)=O.[NH2:19][C:20]1[C:39]([C:40]2[CH:45]=[CH:44][CH:43]=[C:42]([C:46](=[O:57])[NH:47][C:48]3([C:51]4[CH:56]=[CH:55][CH:54]=[CH:53][CH:52]=4)[CH2:50][CH2:49]3)[CH:41]=2)=[CH:38][C:23]2[C:24]([C:34]([NH:36][CH3:37])=[O:35])=[C:25]([C:27]3[CH:32]=[CH:31][C:30]([F:33])=[CH:29][CH:28]=3)[O:26][C:22]=2[CH:21]=1.N12CCCN=C1CCCCC2. Product: [F:33][C:30]1[CH:31]=[CH:32][C:27]([C:25]2[O:26][C:22]3[CH:21]=[C:20]([NH:19][C:4](=[O:6])[CH2:3][O:2][CH3:1])[C:39]([C:40]4[CH:45]=[CH:44][CH:43]=[C:42]([C:46](=[O:57])[NH:47][C:48]5([C:51]6[CH:52]=[CH:53][CH:54]=[CH:55][CH:56]=6)[CH2:50][CH2:49]5)[CH:41]=4)=[CH:38][C:23]=3[C:24]=2[C:34]([NH:36][CH3:37])=[O:35])=[CH:28][CH:29]=1. The catalyst class is: 36. (3) Reactant: B(Cl)(Cl)Cl.C([O:12][N:13]1[C:19](=[O:20])[N:18]2[CH2:21][C@H:14]1[CH2:15][CH2:16][C@H:17]2[C:22]1[CH:26]=[C:25]([C:27]#[N:28])[O:24][N:23]=1)C1C=CC=CC=1. Product: [OH:12][N:13]1[C:19](=[O:20])[N:18]2[CH2:21][C@H:14]1[CH2:15][CH2:16][C@H:17]2[C:22]1[CH:26]=[C:25]([C:27]#[N:28])[O:24][N:23]=1. The catalyst class is: 2. (4) Reactant: [Cl:1][C:2]1[CH:3]=[C:4]2[C:9](=[C:10]([Cl:12])[CH:11]=1)[CH2:8][N:7]([CH3:13])[CH2:6][CH:5]2[C:14]1[CH:19]=[CH:18][C:17]([S:20](Cl)(=[O:22])=[O:21])=[CH:16][CH:15]=1.C[CH2:25][N:26]([CH:30]([CH3:32])C)[CH:27]([CH3:29])C.[CH2:33]([NH2:38])[CH2:34][CH2:35][CH2:36][NH2:37]. Product: [CH2:33]([NH:38][S:20]([C:17]1[CH:18]=[CH:19][C:14]([CH:32]2[C:4]3[C:29](=[C:10]([Cl:12])[CH:11]=[C:2]([Cl:1])[CH:3]=3)[CH2:27][N:26]([CH3:25])[CH2:30]2)=[CH:15][CH:16]=1)(=[O:22])=[O:21])[CH2:34][CH2:35][CH2:36][NH:37][S:20]([C:17]1[CH:18]=[CH:19][C:14]([CH:5]2[C:4]3[C:9](=[C:10]([Cl:12])[CH:11]=[C:2]([Cl:1])[CH:3]=3)[CH2:8][N:7]([CH3:13])[CH2:6]2)=[CH:15][CH:16]=1)(=[O:22])=[O:21]. The catalyst class is: 22. (5) Reactant: C([Li])CCC.[CH:6]1([C:9]#[CH:10])[CH2:8][CH2:7]1.[Cl:11][C:12]1[CH:17]=[CH:16][C:15]([NH:18][C:19]([C@@:21]23[C:27]([CH3:29])([CH3:28])[C@@:24]([CH3:30])([CH2:25][CH2:26]2)[C:23](=[O:31])[O:22]3)=[O:20])=[C:14]([C:32](=[O:37])[C:33]([F:36])([F:35])[F:34])[CH:13]=1. Product: [Cl:11][C:12]1[CH:17]=[CH:16][C:15]([NH:18][C:19]([C@@:21]23[C:27]([CH3:28])([CH3:29])[C@@:24]([CH3:30])([CH2:25][CH2:26]2)[C:23](=[O:31])[O:22]3)=[O:20])=[C:14]([C@@:32]([OH:37])([C:10]#[C:9][CH:6]2[CH2:8][CH2:7]2)[C:33]([F:34])([F:35])[F:36])[CH:13]=1. The catalyst class is: 7. (6) Reactant: [Cl:1][C:2]1[C:7]([C@H:8]2[CH2:12][CH2:11][CH2:10][N:9]2C(OC(C)(C)C)=O)=[CH:6][C:5]([F:20])=[CH:4][N:3]=1.[ClH:21]. Product: [ClH:1].[ClH:21].[Cl:1][C:2]1[C:7]([C@H:8]2[CH2:12][CH2:11][CH2:10][NH:9]2)=[CH:6][C:5]([F:20])=[CH:4][N:3]=1. The catalyst class is: 12. (7) Reactant: [C:9](O[C:9]([O:11][C:12]([CH3:15])([CH3:14])[CH3:13])=[O:10])([O:11][C:12]([CH3:15])([CH3:14])[CH3:13])=[O:10].[NH:16]1[CH2:26][CH2:25][CH:19]([C:20]([O:22][CH2:23][CH3:24])=[O:21])[CH2:18][CH2:17]1. Product: [C:12]([O:11][C:9]([N:16]1[CH2:26][CH2:25][CH:19]([C:20]([O:22][CH2:23][CH3:24])=[O:21])[CH2:18][CH2:17]1)=[O:10])([CH3:13])([CH3:14])[CH3:15]. The catalyst class is: 2.